From a dataset of Reaction yield outcomes from USPTO patents with 853,638 reactions. Predict the reaction yield, written as a fraction of the theoretical maximum amount of product (1.0 means a 100% yield; for example, 0.34 means a 34% yield). (1) The reactants are Cl.Cl.[CH3:3][C:4]1([CH2:15][N:16]2[CH2:21][CH2:20][NH:19][CH2:18][CH2:17]2)[O:8][C:7]2=[N:9][C:10]([N+:12]([O-:14])=[O:13])=[CH:11][N:6]2[CH2:5]1.CN(C=O)C.C(N(CC)CC)C.[C:34]1([CH3:44])[CH:39]=[CH:38][C:37]([CH2:40][C:41](O)=[O:42])=[CH:36][CH:35]=1. The catalyst is C(OCC)(=O)C. The product is [CH3:3][C:4]1([CH2:15][N:16]2[CH2:17][CH2:18][N:19]([C:41](=[O:42])[CH2:40][C:37]3[CH:38]=[CH:39][C:34]([CH3:44])=[CH:35][CH:36]=3)[CH2:20][CH2:21]2)[O:8][C:7]2=[N:9][C:10]([N+:12]([O-:14])=[O:13])=[CH:11][N:6]2[CH2:5]1. The yield is 0.640. (2) The reactants are O.O.C([O-])(=O)C.[Li+].[Si:8]([O:15][C@@H:16]1[N:22]([C:23]([O:25][CH2:26][C:27]2[CH:32]=[CH:31][C:30]([NH:33][C:34](=[O:51])[C@@H:35]([NH:37][C:38](=[O:50])[C@@H:39]([NH:43][C:44]([O:46][CH2:47][CH:48]=[CH2:49])=[O:45])[CH:40]([CH3:42])[CH3:41])[CH3:36])=[CH:29][CH:28]=2)=[O:24])[C:21]2[CH:52]=[C:53]([O:58][Si](C(C)C)(C(C)C)C(C)C)[C:54]([O:56][CH3:57])=[CH:55][C:20]=2[C:19](=[O:69])[N:18]2[CH:70]=[C:71](/[CH:73]=[CH:74]/[CH3:75])[CH2:72][C@@H:17]12)([C:11]([CH3:14])([CH3:13])[CH3:12])([CH3:10])[CH3:9]. The catalyst is CN(C=O)C.C(OCC)(=O)C. The product is [Si:8]([O:15][C@@H:16]1[N:22]([C:23]([O:25][CH2:26][C:27]2[CH:28]=[CH:29][C:30]([NH:33][C:34](=[O:51])[C@@H:35]([NH:37][C:38](=[O:50])[C@@H:39]([NH:43][C:44]([O:46][CH2:47][CH:48]=[CH2:49])=[O:45])[CH:40]([CH3:42])[CH3:41])[CH3:36])=[CH:31][CH:32]=2)=[O:24])[C:21]2[CH:52]=[C:53]([OH:58])[C:54]([O:56][CH3:57])=[CH:55][C:20]=2[C:19](=[O:69])[N:18]2[CH:70]=[C:71](/[CH:73]=[CH:74]/[CH3:75])[CH2:72][C@@H:17]12)([C:11]([CH3:12])([CH3:13])[CH3:14])([CH3:9])[CH3:10]. The yield is 0.830. (3) The reactants are [C:1]([O:8][CH3:9])(=[O:7])[CH2:2][C:3]([O:5][CH3:6])=[O:4].[H-].[Na+].BrC[C:14]1[C:15]([C:20]#[N:21])=[CH:16][CH:17]=[CH:18][CH:19]=1.O.[CH2:23]1COCC1. No catalyst specified. The product is [CH3:6][O:5][C:3](=[O:4])[CH:2]([CH2:23][C:18]1[CH:19]=[CH:14][C:15]([C:20]#[N:21])=[CH:16][CH:17]=1)[C:1]([O:8][CH3:9])=[O:7]. The yield is 0.450. (4) The reactants are C(=O)([O-])[O-].[K+].[K+].CN(C=O)C.[N+:12]([C:15]1[CH:20]=[CH:19][CH:18]=[CH:17][C:16]=1[S:21]([NH:24][CH2:25][CH2:26][C:27]1[CH:28]=[N:29][CH:30]=[CH:31][CH:32]=1)(=[O:23])=[O:22])([O-:14])=[O:13].[CH2:33]([N:35]1[C:41](=[O:42])[C:40]([CH3:44])([CH3:43])[C:39](=[O:45])[N:38]([CH3:46])[C:37]2[CH:47]=[C:48]([O:51][CH2:52][CH2:53][CH2:54]I)[CH:49]=[CH:50][C:36]1=2)[CH3:34]. The catalyst is C(OCC)(=O)C.O. The product is [N+:12]([C:15]1[CH:20]=[CH:19][CH:18]=[CH:17][C:16]=1[S:21]([N:24]([CH2:25][CH2:26][C:27]1[CH:28]=[N:29][CH:30]=[CH:31][CH:32]=1)[CH2:54][CH2:53][CH2:52][O:51][C:48]1[CH:49]=[CH:50][C:36]2[N:35]([CH2:33][CH3:34])[C:41](=[O:42])[C:40]([CH3:44])([CH3:43])[C:39](=[O:45])[N:38]([CH3:46])[C:37]=2[CH:47]=1)(=[O:22])=[O:23])([O-:14])=[O:13]. The yield is 1.00. (5) The reactants are [CH3:1][C:2]1([CH3:13])[NH:11][C:10](=[O:12])[C:5]2([CH2:9][CH2:8][CH2:7][CH2:6]2)[NH:4][CH2:3]1.[CH2:14](Br)[C:15]1[CH:20]=[CH:19][CH:18]=[CH:17][CH:16]=1.CCN(C(C)C)C(C)C. The catalyst is CN(C=O)C. The product is [CH2:14]([N:4]1[CH2:3][C:2]([CH3:13])([CH3:1])[NH:11][C:10](=[O:12])[C:5]21[CH2:9][CH2:8][CH2:7][CH2:6]2)[C:15]1[CH:20]=[CH:19][CH:18]=[CH:17][CH:16]=1. The yield is 0.960. (6) The reactants are [CH3:1][O:2][C:3]([C:5]1[S:6][C:7]([C:11]#[C:12][C:13]([CH3:16])([CH3:15])[CH3:14])=[CH:8][C:9]=1Br)=[O:4].C([O-])([O-])=O.[K+].[K+].[CH:23]1([C@H:29]2[NH:34][C:33](=[O:35])[CH2:32][CH2:31][CH2:30]2)[CH2:28][CH2:27][CH2:26][CH2:25][CH2:24]1. The catalyst is [Cu]I.O1CCOCC1. The product is [CH3:1][O:2][C:3]([C:5]1[S:6][C:7]([C:11]#[C:12][C:13]([CH3:16])([CH3:15])[CH3:14])=[CH:8][C:9]=1[N:34]1[C:33](=[O:35])[CH2:32][CH2:31][CH2:30][C@H:29]1[CH:23]1[CH2:24][CH2:25][CH2:26][CH2:27][CH2:28]1)=[O:4]. The yield is 0.400. (7) The reactants are [CH3:1][C:2]1[CH:3]=[C:4]([C:8]([C:10]2[C:15]([CH3:16])=[CH:14][CH:13]=[CH:12][N:11]=2)=O)[O:5][C:6]=1[CH3:7].[NH3:17]. The catalyst is CO. The product is [CH3:1][C:2]1[CH:3]=[C:4]([OH:5])[C:8]([C:10]2[C:15]([CH3:16])=[CH:14][CH:13]=[CH:12][N:11]=2)=[N:17][C:6]=1[CH3:7]. The yield is 0.860. (8) The product is [Br:1][C:2]1[CH:7]=[N:6][CH:5]=[C:4]([O:8][CH2:12][CH2:11][CH2:10][Br:9])[CH:3]=1. The reactants are [Br:1][C:2]1[CH:3]=[C:4]([OH:8])[CH:5]=[N:6][CH:7]=1.[Br:9][CH2:10][CH2:11][CH2:12]Br.[H-].[Na+].CN(C=O)C. The yield is 0.360. The catalyst is O.